Dataset: Reaction yield outcomes from USPTO patents with 853,638 reactions. Task: Predict the reaction yield, written as a fraction of the theoretical maximum amount of product (1.0 means a 100% yield; for example, 0.34 means a 34% yield). (1) The reactants are [CH3:1][Mg]Cl.[C:4]([NH:12][C:13]1([CH2:17][CH:18]=[O:19])[CH2:16][CH2:15][CH2:14]1)(=[O:11])[C:5]1[CH:10]=[CH:9][CH:8]=[CH:7][CH:6]=1.[NH4+].[Cl-]. The catalyst is C1COCC1. The product is [C:4]([NH:12][C:13]1([CH2:17][CH:18]([OH:19])[CH3:1])[CH2:16][CH2:15][CH2:14]1)(=[O:11])[C:5]1[CH:10]=[CH:9][CH:8]=[CH:7][CH:6]=1. The yield is 0.870. (2) The reactants are [NH2:1][C:2]1[C:3]([F:34])=[C:4]([CH:29]=[CH:30][C:31]=1[C:32]#[N:33])[C:5]([NH:7][C:8]1[C:13]([C:14]([F:17])([F:16])[F:15])=[CH:12][C:11]([C:18]([F:27])([C:23]([F:26])([F:25])[F:24])[C:19]([F:22])([F:21])[F:20])=[CH:10][C:9]=1[Br:28])=[O:6].[Cl:35][C:36]1[CH:44]=[CH:43][C:39]([C:40](Cl)=[O:41])=[CH:38][N:37]=1.O.C(OCC)(=O)C. The catalyst is CN1C(=O)N(C)CC1. The product is [Br:28][C:9]1[CH:10]=[C:11]([C:18]([F:27])([C:19]([F:20])([F:21])[F:22])[C:23]([F:24])([F:25])[F:26])[CH:12]=[C:13]([C:14]([F:16])([F:17])[F:15])[C:8]=1[NH:7][C:5]([C:4]1[C:3]([F:34])=[C:2]([NH:1][C:40](=[O:41])[C:39]2[CH:43]=[CH:44][C:36]([Cl:35])=[N:37][CH:38]=2)[C:31]([C:32]#[N:33])=[CH:30][CH:29]=1)=[O:6]. The yield is 0.160. (3) The reactants are [CH3:1][C:2]1[CH:3]=[C:4]([N:9]([C:13]2[N:14]([CH2:23][O:24][CH2:25][CH3:26])[C:15](=[O:22])[NH:16][C:17](=[O:21])[C:18]=2[CH2:19][CH3:20])C(=O)C)[CH:5]=[C:6]([CH3:8])[CH:7]=1.C[O-].[Na+].[NH4+].[Cl-]. The catalyst is CO. The product is [CH3:1][C:2]1[CH:3]=[C:4]([NH:9][C:13]2[N:14]([CH2:23][O:24][CH2:25][CH3:26])[C:15](=[O:22])[NH:16][C:17](=[O:21])[C:18]=2[CH2:19][CH3:20])[CH:5]=[C:6]([CH3:8])[CH:7]=1. The yield is 0.700. (4) The reactants are Cl[C:2]1[C:11]2[C:6](=[CH:7][C:8]([I:12])=[CH:9][CH:10]=2)[N:5]=[C:4]([CH3:13])[CH:3]=1.[NH:14]1[CH2:18][CH2:17][CH2:16][CH2:15]1.N1C=CC=CC=1. The catalyst is C(O)C.[I-].[K+]. The product is [I:12][C:8]1[CH:7]=[C:6]2[C:11]([C:2]([N:14]3[CH2:18][CH2:17][CH2:16][CH2:15]3)=[CH:3][C:4]([CH3:13])=[N:5]2)=[CH:10][CH:9]=1. The yield is 0.870. (5) The reactants are C1(P(C2CCCCC2)[C:8]2[CH:13]=[CH:12][CH:11]=[CH:10][C:9]=2[C:14]2[C:19](OC)=[CH:18][CH:17]=[CH:16][C:15]=2OC)CCCCC1.C(=O)([O-])[O-].[K+].[K+].[F:36][C:37]1[CH:73]=[N:72][C:40]2[N:41](C3C=CC=C(I)C=3)[C:42](=[O:64])[N:43]([C@H:46]3[CH2:51][CH2:50][C@@H:49]([NH:52][CH2:53][C:54]4[N:55]=[C:56]5[CH:61]=[CH:60][C:59]([F:62])=[CH:58][N:57]5[CH:63]=4)[CH2:48][CH2:47]3)[C:44](=[O:45])[C:39]=2[CH:38]=1. The catalyst is C(#N)C.O.C([O-])(=O)C.[Pd+2].C([O-])(=O)C. The yield is 0.110. The product is [C:14]1([C:9]2[CH:8]=[CH:13][CH:12]=[CH:11][CH:10]=2)[CH:15]=[CH:16][CH:17]=[C:18]([N:41]2[C:40]3[N:72]=[CH:73][C:37]([F:36])=[CH:38][C:39]=3[C:44](=[O:45])[N:43]([C@H:46]3[CH2:47][CH2:48][C@@H:49]([NH:52][CH2:53][C:54]4[N:55]=[C:56]5[CH:61]=[CH:60][C:59]([F:62])=[CH:58][N:57]5[CH:63]=4)[CH2:50][CH2:51]3)[C:42]2=[O:64])[CH:19]=1. (6) The reactants are [CH2:1]([CH:8]1[C:14](=[O:15])[C:13](=[N:16]O)[CH:12]2[CH2:18][CH:9]1[CH2:10][CH2:11]2)[C:2]1[CH:7]=[CH:6][CH:5]=[CH:4][N:3]=1.[ClH:19].[H][H]. The catalyst is [Pd].C(O)C. The product is [ClH:19].[NH2:16][CH:13]1[CH:12]2[CH2:18][CH:9]([CH2:10][CH2:11]2)[CH:8]([CH2:1][C:2]2[CH:7]=[CH:6][CH:5]=[CH:4][N:3]=2)[C:14]1=[O:15]. The yield is 0.860. (7) The reactants are Cl[C:2]1[CH:7]=[C:6]([C:8]#[N:9])[CH:5]=[CH:4][N:3]=1.C[O-].[Na+].[NH2:13][C:14]1[CH:22]=[N:21][CH:20]=[C:19]([O:23][CH3:24])[C:15]=1[C:16]([OH:18])=O. The catalyst is CO. The product is [CH3:24][O:23][C:19]1[C:15]2[C:16](=[O:18])[NH:9][C:8]([C:6]3[CH:5]=[CH:4][N:3]=[CH:2][CH:7]=3)=[N:13][C:14]=2[CH:22]=[N:21][CH:20]=1. The yield is 0.300.